Dataset: Catalyst prediction with 721,799 reactions and 888 catalyst types from USPTO. Task: Predict which catalyst facilitates the given reaction. Reactant: Cl.[Br:2][C:3]1[N:7]2[C:8]([CH3:12])=[CH:9][CH:10]=[CH:11][C:6]2=[N:5][C:4]=1[C:13]([OH:15])=O.[Cl-].[Na+].C(N(CC)C(C)C)(C)C.F[P-](F)(F)(F)(F)F.[N:34]1([O:43][C:44]([N:48]([CH3:50])[CH3:49])=[N+:45]([CH3:47])[CH3:46])[C:38]2C=CC=CC=2N=N1.Cl.CNOC.C(=O)(O)[O-].[Na+]. Product: [Br:2][C:3]1[N:7]2[C:8]([CH3:12])=[CH:9][CH:10]=[CH:11][C:6]2=[N:5][C:4]=1[C:13]([N:34]([O:43][CH3:44])[CH3:38])=[O:15].[CH3:46][N:45]([CH3:47])[C:44](=[O:43])[N:48]([CH3:50])[CH3:49]. The catalyst class is: 9.